From a dataset of Forward reaction prediction with 1.9M reactions from USPTO patents (1976-2016). Predict the product of the given reaction. (1) Given the reactants Br[C:2]1[CH:7]=[CH:6][C:5]([C:8]2[CH:9]=[CH:10][C:11]3[N:12]([C:21]4[CH:26]=[CH:25][CH:24]=[CH:23][CH:22]=4)[C:13]4[C:18]([C:19]=3[CH:20]=2)=[CH:17][CH:16]=[CH:15][CH:14]=4)=[CH:4][CH:3]=1.C(O[CH2:31][CH3:32])(=O)C, predict the reaction product. The product is: [C:7]1([C:2]2[CH:7]=[CH:6][C:5]([C:8]3[CH:9]=[CH:10][C:11]4[N:12]([C:21]5[CH:26]=[CH:25][CH:24]=[CH:23][CH:22]=5)[C:13]5[C:18]([C:19]=4[CH:20]=3)=[CH:17][CH:16]=[CH:15][CH:14]=5)=[CH:4][CH:3]=2)[C:31]2[C:32](=[CH:6][CH:5]=[CH:8][CH:20]=2)[CH:4]=[CH:3][CH:2]=1. (2) The product is: [C:22]([NH:26][C:27]1[C:36]2[C:35](=[O:37])[N:34]([CH2:38][CH2:39][OH:40])[CH:33]=[CH:32][C:31]=2[CH:30]=[C:29]([NH:1][C:2]2[N:7]=[CH:6][N:5]=[C:4]([O:8][CH:9]3[CH2:14][CH2:13][N:12]([C:15]([O:17][C:18]([CH3:21])([CH3:20])[CH3:19])=[O:16])[CH2:11][CH2:10]3)[CH:3]=2)[N:28]=1)([CH3:25])([CH3:24])[CH3:23]. Given the reactants [NH2:1][C:2]1[N:7]=[CH:6][N:5]=[C:4]([O:8][CH:9]2[CH2:14][CH2:13][N:12]([C:15]([O:17][C:18]([CH3:21])([CH3:20])[CH3:19])=[O:16])[CH2:11][CH2:10]2)[CH:3]=1.[C:22]([NH:26][C:27]1[N:28]=[C:29](Cl)[CH:30]=[C:31]2[C:36]=1[C:35](=[O:37])[N:34]([CH2:38][CH2:39][OH:40])[CH:33]=[CH:32]2)([CH3:25])([CH3:24])[CH3:23].C([O-])([O-])=O.[Cs+].[Cs+], predict the reaction product. (3) Given the reactants [CH2:1]([O:3][C:4](=[O:26])[CH2:5][CH:6]1[O:10][B:9]([OH:11])[C:8]2[CH:12]=[C:13]([O:17][C:18]3[CH:23]=[N:22][CH:21]=[C:20]([C:24]#[N:25])[N:19]=3)[CH:14]=[C:15]([CH3:16])[C:7]1=2)[CH3:2], predict the reaction product. The product is: [CH2:1]([O:3][C:4](=[O:26])[CH2:5][CH:6]1[O:10][B:9]([OH:11])[C:8]2[CH:12]=[C:13]([O:17][C:18]3[CH:23]=[N:22][CH:21]=[C:20]([CH2:24][NH2:25])[N:19]=3)[CH:14]=[C:15]([CH3:16])[C:7]1=2)[CH3:2]. (4) Given the reactants ClS([N:5]=[C:6]=[O:7])(=O)=O.[CH2:8]([O:15][C:16]1[CH:21]=[CH:20][C:19]([C:22]2[CH:26]=[C:25]([CH2:27][OH:28])[O:24][N:23]=2)=[CH:18][CH:17]=1)[C:9]1[CH:14]=[CH:13][CH:12]=[CH:11][CH:10]=1, predict the reaction product. The product is: [CH2:8]([O:15][C:16]1[CH:21]=[CH:20][C:19]([C:22]2[CH:26]=[C:25]([CH2:27][O:28][C:6](=[O:7])[NH2:5])[O:24][N:23]=2)=[CH:18][CH:17]=1)[C:9]1[CH:14]=[CH:13][CH:12]=[CH:11][CH:10]=1. (5) Given the reactants [OH-].[Li+].C([O:5][C:6](=[O:41])[C:7]1[CH:12]=[CH:11][CH:10]=[CH:9][C:8]=1[C:13]1[CH:14]=[C:15]2[C:20](=[C:21]([O:23][CH2:24][O:25][CH2:26][CH2:27][Si:28]([CH3:31])([CH3:30])[CH3:29])[CH:22]=1)[N:19]=[CH:18][N:17]([CH2:32][O:33][CH2:34][CH2:35][Si:36]([CH3:39])([CH3:38])[CH3:37])[C:16]2=[O:40])C, predict the reaction product. The product is: [O:40]=[C:16]1[C:15]2[C:20](=[C:21]([O:23][CH2:24][O:25][CH2:26][CH2:27][Si:28]([CH3:29])([CH3:30])[CH3:31])[CH:22]=[C:13]([C:8]3[CH:9]=[CH:10][CH:11]=[CH:12][C:7]=3[C:6]([OH:41])=[O:5])[CH:14]=2)[N:19]=[CH:18][N:17]1[CH2:32][O:33][CH2:34][CH2:35][Si:36]([CH3:39])([CH3:38])[CH3:37].